This data is from Catalyst prediction with 721,799 reactions and 888 catalyst types from USPTO. The task is: Predict which catalyst facilitates the given reaction. (1) The catalyst class is: 9. Reactant: [CH2:1]([O:3][C:4]([C:6]1[CH:7]=[C:8]2[C:12](=[CH:13][CH:14]=1)[NH:11][CH:10]=[CH:9]2)=[O:5])[CH3:2].[H-].[Na+].[CH3:17][Si:18]([CH3:26])([CH3:25])[CH2:19][CH2:20][S:21](Cl)(=[O:23])=[O:22].[Cl-].[NH4+]. Product: [CH2:1]([O:3][C:4]([C:6]1[CH:7]=[C:8]2[C:12](=[CH:13][CH:14]=1)[N:11]([S:21]([CH2:20][CH2:19][Si:18]([CH3:26])([CH3:25])[CH3:17])(=[O:23])=[O:22])[CH:10]=[CH:9]2)=[O:5])[CH3:2]. (2) Reactant: [NH2:1][C:2]1[N:7]=[C:6]([Cl:8])[C:5]([CH:9]=[O:10])=[C:4](Cl)[N:3]=1.[CH3:12][C@H:13]1[NH:18][CH2:17][CH2:16][N:15]([C:19]([O:21][C:22]([CH3:25])([CH3:24])[CH3:23])=[O:20])[CH2:14]1.CCN(C(C)C)C(C)C. Product: [NH2:1][C:2]1[N:3]=[C:4]([N:18]2[CH2:17][CH2:16][N:15]([C:19]([O:21][C:22]([CH3:25])([CH3:24])[CH3:23])=[O:20])[CH2:14][C@H:13]2[CH3:12])[C:5]([CH:9]=[O:10])=[C:6]([Cl:8])[N:7]=1. The catalyst class is: 12. (3) Reactant: [Cl:1][C:2]1[CH:7]=[CH:6][CH:5]=[C:4]([Cl:8])[C:3]=1[N:9]([C:18](=[O:34])[NH:19][C:20](=O)[C:21]1[CH:26]=[CH:25][C:24]([C:27]([O:29][CH3:30])=[O:28])=[C:23]([O:31][CH3:32])[CH:22]=1)[NH:10]C(OC(C)(C)C)=O.FC(F)(F)C(O)=O. Product: [Cl:1][C:2]1[CH:7]=[CH:6][CH:5]=[C:4]([Cl:8])[C:3]=1[N:9]1[C:18](=[O:34])[NH:19][C:20]([C:21]2[CH:26]=[CH:25][C:24]([C:27]([O:29][CH3:30])=[O:28])=[C:23]([O:31][CH3:32])[CH:22]=2)=[N:10]1. The catalyst class is: 2. (4) Product: [Cl:2][C:3]1[CH:12]=[CH:11][C:10]([C:13]2[CH:18]=[CH:17][CH:16]=[C:15]([N:19]([CH3:21])[CH3:20])[N:14]=2)=[CH:9][C:4]=1[C:5]([NH2:1])=[O:6]. Reactant: [NH3:1].[Cl:2][C:3]1[CH:12]=[CH:11][C:10]([C:13]2[CH:18]=[CH:17][CH:16]=[C:15]([N:19]([CH3:21])[CH3:20])[N:14]=2)=[CH:9][C:4]=1[C:5](OC)=[O:6]. The catalyst class is: 24. (5) Reactant: C(OC(=O)[NH:7][C:8]1[CH:13]=[CH:12][C:11]([C:14]2[C:19]([O:20][CH3:21])=[CH:18][CH:17]=[CH:16][C:15]=2[F:22])=[CH:10][C:9]=1[NH2:23])(C)(C)C.CC1(C)O[C:30]([C:32]2[CH:33]=[C:34]([CH:37]=[CH:38][CH:39]=2)[C:35]#[N:36])=[CH:29][C:28](=[O:40])O1.C(O)(C(F)(F)F)=O. Product: [F:22][C:15]1[CH:16]=[CH:17][CH:18]=[C:19]([O:20][CH3:21])[C:14]=1[C:11]1[CH:12]=[CH:13][C:8]2[N:7]=[C:30]([C:32]3[CH:33]=[C:34]([CH:37]=[CH:38][CH:39]=3)[C:35]#[N:36])[CH2:29][C:28](=[O:40])[NH:23][C:9]=2[CH:10]=1. The catalyst class is: 2. (6) Reactant: [NH2:1][C@H:2]1[CH2:7][CH2:6][C@H:5]([C:8]2[CH:18]=[CH:17][C:11]([C:12]([O:14][CH2:15][CH3:16])=[O:13])=[CH:10][CH:9]=2)[CH2:4][CH2:3]1.C(N(CC)CC)C.Cl[C:27]([O:29][CH2:30][C:31]1[CH:36]=[CH:35][CH:34]=[CH:33][CH:32]=1)=[O:28].O. Product: [CH2:30]([O:29][C:27]([NH:1][C@H:2]1[CH2:3][CH2:4][C@H:5]([C:8]2[CH:9]=[CH:10][C:11]([C:12]([O:14][CH2:15][CH3:16])=[O:13])=[CH:17][CH:18]=2)[CH2:6][CH2:7]1)=[O:28])[C:31]1[CH:36]=[CH:35][CH:34]=[CH:33][CH:32]=1. The catalyst class is: 9.